From a dataset of Forward reaction prediction with 1.9M reactions from USPTO patents (1976-2016). Predict the product of the given reaction. (1) Given the reactants [Cl:1][C:2]1[CH:3]=[C:4]([N:9]2[C:13]([C:14]3[CH:19]=[CH:18][N:17]=[C:16]([N:20]=C(C4C=CC=CC=4)C4C=CC=CC=4)[CH:15]=3)=[CH:12][CH:11]=[N:10]2)[CH:5]=[CH:6][C:7]=1[F:8], predict the reaction product. The product is: [Cl:1][C:2]1[CH:3]=[C:4]([N:9]2[C:13]([C:14]3[CH:19]=[CH:18][N:17]=[C:16]([NH2:20])[CH:15]=3)=[CH:12][CH:11]=[N:10]2)[CH:5]=[CH:6][C:7]=1[F:8]. (2) Given the reactants [CH2:1]([N:8]1[CH2:15][CH2:14][CH2:13][C@H:9]1[C:10]([OH:12])=O)[C:2]1[CH:7]=[CH:6][CH:5]=[CH:4][CH:3]=1.CN1C=CN=C1.CS([Cl:26])(=O)=O.[NH2:27][C:28]1[CH:41]=[CH:40][C:39]([Cl:42])=[CH:38][C:29]=1[C:30]([C:32]1[CH:37]=[CH:36][CH:35]=[CH:34][CH:33]=1)=[O:31].[Cl-].[NH4+].Cl, predict the reaction product. The product is: [ClH:26].[CH2:1]([N:8]1[CH2:15][CH2:14][CH2:13][C@H:9]1[C:10]([NH:27][C:28]1[CH:41]=[CH:40][C:39]([Cl:42])=[CH:38][C:29]=1[C:30]([C:32]1[CH:33]=[CH:34][CH:35]=[CH:36][CH:37]=1)=[O:31])=[O:12])[C:2]1[CH:3]=[CH:4][CH:5]=[CH:6][CH:7]=1. (3) Given the reactants [C:1]12([CH2:8][OH:9])[CH2:7][CH:6]1[CH2:5][CH2:4][CH2:3][CH2:2]2.CC(OI1(OC(C)=O)(OC(C)=O)OC(=O)C2C=CC=CC1=2)=O.S([O-])([O-])(=O)=S.[Na+].[Na+], predict the reaction product. The product is: [C:1]12([CH:8]=[O:9])[CH2:7][CH:6]1[CH2:5][CH2:4][CH2:3][CH2:2]2. (4) Given the reactants [NH:1]1[CH2:5][CH2:4][NH:3][C:2]1=[S:6].[Br:7][CH2:8][C:9]([C:11]1[CH:16]=[CH:15][C:14]([Br:17])=[C:13]([CH3:18])[CH:12]=1)=O.C(O)(=O)C, predict the reaction product. The product is: [BrH:7].[Br:17][C:14]1[CH:15]=[CH:16][C:11]([C:9]2[N:1]3[CH2:5][CH2:4][N:3]=[C:2]3[S:6][CH:8]=2)=[CH:12][C:13]=1[CH3:18]. (5) Given the reactants [F:1][C:2](F)(F)[CH2:3][CH2:4][O:5][C:6]1[CH:14]=[C:13]2[C:9]([CH2:10][CH2:11][C:12]2=[O:15])=[CH:8][CH:7]=1.OC1C=C2C(CCC2=O)=CC=1.FCCCO, predict the reaction product. The product is: [F:1][CH2:2][CH2:3][CH2:4][O:5][C:6]1[CH:14]=[C:13]2[C:9]([CH2:10][CH2:11][C:12]2=[O:15])=[CH:8][CH:7]=1. (6) Given the reactants [NH:1]([C:7]([O:9][C:10]([CH3:13])([CH3:12])[CH3:11])=[O:8])[C@H:2]([C:4]([OH:6])=O)[CH3:3].ClC(OCC(C)C)=O.CN1CCOCC1.[F:29][C:30]1[CH:31]=[C:32]([N:37]2[CH:42]=[CH:41][CH:40]=[C:39]([NH2:43])[CH:38]2[NH2:44])[CH:33]=[C:34]([F:36])[CH:35]=1, predict the reaction product. The product is: [C:10]([O:9][C:7](=[O:8])[NH:1][C@@H:2]([CH3:3])[C:4]([NH:43][C:39]1[C:38]([NH:37][C:32]2[CH:33]=[C:34]([F:36])[CH:35]=[C:30]([F:29])[CH:31]=2)=[N:44][CH:42]=[CH:41][CH:40]=1)=[O:6])([CH3:13])([CH3:12])[CH3:11].